From a dataset of Full USPTO retrosynthesis dataset with 1.9M reactions from patents (1976-2016). Predict the reactants needed to synthesize the given product. (1) Given the product [CH2:38]([C:35]1[CH:36]=[N:37][C:32]([N:18]([CH2:19][C:20]2[CH:21]=[CH:22][C:23]([N:26]3[CH2:31][CH2:30][O:29][CH2:28][CH2:27]3)=[CH:24][CH:25]=2)[CH2:17][CH2:16][C:14]2[N:15]=[C:11]([S:10][C:7]([CH3:9])([CH3:8])[C:6]([OH:40])=[O:5])[S:12][CH:13]=2)=[N:33][CH:34]=1)[CH3:39], predict the reactants needed to synthesize it. The reactants are: C([O:5][C:6](=[O:40])[C:7]([S:10][C:11]1[S:12][CH:13]=[C:14]([CH2:16][CH2:17][N:18]([C:32]2[N:37]=[CH:36][C:35]([CH2:38][CH3:39])=[CH:34][N:33]=2)[CH2:19][C:20]2[CH:25]=[CH:24][C:23]([N:26]3[CH2:31][CH2:30][O:29][CH2:28][CH2:27]3)=[CH:22][CH:21]=2)[N:15]=1)([CH3:9])[CH3:8])(C)(C)C.FC(F)(F)C(O)=O. (2) Given the product [CH3:3][N:4]1[CH2:9][CH2:8][N:7]([S:10]([C:13]2[CH:14]=[CH:15][C:16]([O:23][CH2:24][C:25]3[CH:30]=[CH:29][CH:28]=[CH:27][CH:26]=3)=[C:17]([CH:22]=2)[C:18]([OH:20])=[O:19])(=[O:12])=[O:11])[CH2:6][CH2:5]1, predict the reactants needed to synthesize it. The reactants are: [Li+].[OH-].[CH3:3][N:4]1[CH2:9][CH2:8][N:7]([S:10]([C:13]2[CH:14]=[CH:15][C:16]([O:23][CH2:24][C:25]3[CH:30]=[CH:29][CH:28]=[CH:27][CH:26]=3)=[C:17]([CH:22]=2)[C:18]([O:20]C)=[O:19])(=[O:12])=[O:11])[CH2:6][CH2:5]1.Cl. (3) Given the product [CH:17]([C:5]1[CH:4]=[C:3]([O:20][CH3:21])[C:2]([C:27]#[C:26][Si:23]([CH3:25])([CH3:24])[CH3:22])=[CH:16][C:6]=1[O:7][C:8]1[C:9]([NH2:15])=[N:10][C:11]([NH2:14])=[N:12][CH:13]=1)([CH3:19])[CH3:18], predict the reactants needed to synthesize it. The reactants are: I[C:2]1[C:3]([O:20][CH3:21])=[CH:4][C:5]([CH:17]([CH3:19])[CH3:18])=[C:6]([CH:16]=1)[O:7][C:8]1[C:9]([NH2:15])=[N:10][C:11]([NH2:14])=[N:12][CH:13]=1.[CH3:22][Si:23]([C:26]#[CH:27])([CH3:25])[CH3:24].C(N(C(C)C)CC)(C)C. (4) Given the product [CH3:17][N:3]1[C:11]2[C:6](=[CH:7][CH:8]=[CH:9][CH:10]=2)[CH:5]=[C:4]1[C:12]([O:14][CH2:15][CH3:16])=[O:13], predict the reactants needed to synthesize it. The reactants are: [H-].[Na+].[NH:3]1[C:11]2[C:6](=[CH:7][CH:8]=[CH:9][CH:10]=2)[CH:5]=[C:4]1[C:12]([O:14][CH2:15][CH3:16])=[O:13].[CH3:17]I. (5) Given the product [F:1][C:2]1[CH:29]=[CH:28][C:5]([CH2:6][NH:7][C:8]([C:10]2([CH2:23][CH2:24][CH2:25][CH2:26][N:43]3[CH2:44][CH2:45][N:40]([C:32]4[N:31]([CH3:30])[C:35]5[CH:36]=[CH:37][CH:38]=[CH:39][C:34]=5[N:33]=4)[CH2:41][CH2:42]3)[C:22]3[CH:21]=[CH:20][CH:19]=[CH:18][C:17]=3[C:16]3[C:11]2=[CH:12][CH:13]=[CH:14][CH:15]=3)=[O:9])=[CH:4][CH:3]=1, predict the reactants needed to synthesize it. The reactants are: [F:1][C:2]1[CH:29]=[CH:28][C:5]([CH2:6][NH:7][C:8]([C:10]2([CH2:23][CH2:24][CH2:25][CH2:26]Br)[C:22]3[CH:21]=[CH:20][CH:19]=[CH:18][C:17]=3[C:16]3[C:11]2=[CH:12][CH:13]=[CH:14][CH:15]=3)=[O:9])=[CH:4][CH:3]=1.[CH3:30][N:31]1[C:35]2[CH:36]=[CH:37][CH:38]=[CH:39][C:34]=2[N:33]=[C:32]1[N:40]1[CH2:45][CH2:44][NH:43][CH2:42][CH2:41]1. (6) Given the product [O:4]1[C:5]2([CH2:6][CH2:7][CH:8]([N:11]3[C:44](=[O:45])[C:43]([CH2:42][C:39]4[CH:40]=[CH:41][C:36]([C:31]5[C:30]([C:28]#[N:29])=[CH:35][CH:34]=[CH:33][CH:32]=5)=[C:37]([O:54][CH3:55])[CH:38]=4)=[C:49]([CH2:50][CH2:51][CH3:52])[N:16]4[N:15]=[CH:14][CH:13]=[C:12]34)[CH2:9][CH2:10]2)[O:1][CH2:2][CH2:3]1, predict the reactants needed to synthesize it. The reactants are: [O:1]1[C:5]2([CH2:10][CH2:9][CH:8]([NH:11][C:12]3[NH:16][N:15]=[CH:14][CH:13]=3)[CH2:7][CH2:6]2)[O:4][CH2:3][CH2:2]1.N12CCCN=C1CCCCC2.[C:28]([C:30]1[CH:35]=[CH:34][CH:33]=[CH:32][C:31]=1[C:36]1[CH:41]=[CH:40][C:39]([CH2:42][CH:43]([C:49](=O)[CH2:50][CH2:51][CH3:52])[C:44](OCC)=[O:45])=[CH:38][C:37]=1[O:54][CH3:55])#[N:29].C(OCC)(=O)C. (7) The reactants are: [F:1][C:2]1[CH:11]=[CH:10][C:5]2[S:6][CH:7]=[C:8]([CH3:9])[C:4]=2[CH:3]=1.C([Li])CCC.CN([CH:20]=[O:21])C.[NH4+].[Cl-]. Given the product [F:1][C:2]1[CH:11]=[CH:10][C:5]2[S:6][C:7]([CH:20]=[O:21])=[C:8]([CH3:9])[C:4]=2[CH:3]=1, predict the reactants needed to synthesize it.